Dataset: Peptide-MHC class II binding affinity with 134,281 pairs from IEDB. Task: Regression. Given a peptide amino acid sequence and an MHC pseudo amino acid sequence, predict their binding affinity value. This is MHC class II binding data. The peptide sequence is DKAVSGLRSLTTLLR. The MHC is DRB4_0101 with pseudo-sequence DRB4_0103. The binding affinity (normalized) is 0.297.